From a dataset of Forward reaction prediction with 1.9M reactions from USPTO patents (1976-2016). Predict the product of the given reaction. (1) Given the reactants [C:1]1([CH2:7][C:8]([OH:10])=O)[CH:6]=[CH:5][CH:4]=[CH:3][CH:2]=1.O=S(Cl)[Cl:13], predict the reaction product. The product is: [C:1]1([CH2:7][C:8]([Cl:13])=[O:10])[CH:6]=[CH:5][CH:4]=[CH:3][CH:2]=1. (2) Given the reactants [CH3:1][CH2:2]CCCC.C([Al](CC(C)C)CC(C)C)C(C)C.[CH2:20]=[CH:21][CH2:22][CH2:23][CH2:24][CH2:25][CH2:26][CH3:27].C=C, predict the reaction product. The product is: [CH2:1]=[CH2:2].[CH2:20]=[CH:21][CH2:22][CH2:23][CH2:24][CH2:25][CH2:26][CH3:27]. (3) Given the reactants Br[C:2]1[CH:9]=[CH:8][C:5]([C:6]#[N:7])=[CH:4][C:3]=1[C:10]([F:13])([F:12])[F:11].[CH2:14]([NH:16][CH2:17][CH3:18])[CH3:15].C(=O)([O-])O.[Na+], predict the reaction product. The product is: [CH2:14]([N:16]([CH2:17][CH3:18])[C:2]1[CH:9]=[CH:8][C:5]([C:6]#[N:7])=[CH:4][C:3]=1[C:10]([F:13])([F:12])[F:11])[CH3:15].